This data is from Choline transporter screen with 302,306 compounds. The task is: Binary Classification. Given a drug SMILES string, predict its activity (active/inactive) in a high-throughput screening assay against a specified biological target. (1) The compound is Clc1nc(NN\C=C2\C(O)=CC(=O)C=C2)ccc1. The result is 0 (inactive). (2) The result is 0 (inactive). The drug is Brc1cc(C(=O)Nc2oc(nn2)C=2OCCOC2)ccc1. (3) The drug is Clc1cc2c(c(SC)c(nc2cc1)c1ccccc1)C(O)=O. The result is 0 (inactive). (4) The drug is S(=O)(=O)(N1CCN(CC1)C(=O)COc1ccc(cc1)c1ccccc1)CC. The result is 0 (inactive). (5) The compound is O(c1ccc(cc1)/C=N\NC(=O)C(/NC(=O)c1ccccc1)=C/C=C\c1ccccc1)CC(O)=O. The result is 0 (inactive). (6) The drug is s1c2n(nc1c1ccncc1)c(nn2)Cn1c2c(nc1)cccc2. The result is 0 (inactive).